From a dataset of Full USPTO retrosynthesis dataset with 1.9M reactions from patents (1976-2016). Predict the reactants needed to synthesize the given product. (1) The reactants are: [Cl:1][C:2]1[CH:38]=[CH:37][CH:36]=[CH:35][C:3]=1[O:4][C:5]1[CH2:9][N:8]([C@@H:10]([CH2:27][CH:28]2[CH2:33][CH2:32][CH2:31][CH2:30][CH2:29]2)[C:11]([NH:13][C:14]2[CH:18]=[CH:17][N:16]([CH2:19][C@@H:20]3[CH2:24][O:23]C(C)(C)[O:21]3)[N:15]=2)=[O:12])[C:7](=[O:34])[CH:6]=1.Cl. Given the product [Cl:1][C:2]1[CH:38]=[CH:37][CH:36]=[CH:35][C:3]=1[O:4][C:5]1[CH2:9][N:8]([C@@H:10]([CH2:27][CH:28]2[CH2:29][CH2:30][CH2:31][CH2:32][CH2:33]2)[C:11]([NH:13][C:14]2[CH:18]=[CH:17][N:16]([CH2:19][C@@H:20]([OH:21])[CH2:24][OH:23])[N:15]=2)=[O:12])[C:7](=[O:34])[CH:6]=1, predict the reactants needed to synthesize it. (2) Given the product [C:20]12([NH:30][C:17]([C@H:13]3[CH2:14][CH2:15][CH2:16][N:11]([S:8]([C:3]4[CH:4]=[CH:5][CH:6]=[CH:7][C:2]=4[Cl:1])(=[O:9])=[O:10])[CH2:12]3)=[O:19])[CH2:27][CH:26]3[CH2:25][CH:24]([CH2:23][CH:22]([CH2:28]3)[CH2:21]1)[CH2:29]2, predict the reactants needed to synthesize it. The reactants are: [Cl:1][C:2]1[CH:7]=[CH:6][CH:5]=[CH:4][C:3]=1[S:8]([N:11]1[CH2:16][CH2:15][CH2:14][C@@H:13]([C:17]([OH:19])=O)[CH2:12]1)(=[O:10])=[O:9].[C:20]12([NH2:30])[CH2:29][CH:24]3[CH2:25][CH:26]([CH2:28][CH:22]([CH2:23]3)[CH2:21]1)[CH2:27]2. (3) The reactants are: [CH3:1][S:2]([C:5]1[CH:10]=[CH:9][C:8]([CH2:11][CH2:12][O:13][C:14]2[CH:19]=[CH:18][C:17]([CH2:20][CH:21]([S:27][C:28]3[CH:33]=[CH:32][CH:31]=[CH:30][CH:29]=3)[C:22](OCC)=[O:23])=[CH:16][CH:15]=2)=[CH:7][CH:6]=1)(=[O:4])=[O:3].CC(C[AlH]CC(C)C)C. Given the product [CH3:1][S:2]([C:5]1[CH:10]=[CH:9][C:8]([CH2:11][CH2:12][O:13][C:14]2[CH:19]=[CH:18][C:17]([CH2:20][CH:21]([S:27][C:28]3[CH:29]=[CH:30][CH:31]=[CH:32][CH:33]=3)[CH2:22][OH:23])=[CH:16][CH:15]=2)=[CH:7][CH:6]=1)(=[O:4])=[O:3], predict the reactants needed to synthesize it. (4) Given the product [CH2:38]([O:16][C@H:11]1[C@H:12]([O:15][CH2:25][C:26]2[CH:31]=[CH:30][CH:29]=[CH:28][CH:27]=2)[C@@H:13]([O:14][CH2:8][C:5]2[CH:6]=[CH:7][CH:2]=[CH:3][CH:4]=2)[C@@:8]([C:5]2[CH:6]=[CH:7][C:2]([Cl:1])=[C:3]([CH2:25][C:26]3[CH:31]=[CH:30][C:29]([O:32][CH3:33])=[C:28]([F:34])[C:27]=3[F:35])[CH:4]=2)([O:23][CH3:24])[O:9][C@@H:10]1[CH2:17][O:18][Si:19]([CH3:21])([CH3:22])[CH3:20])[C:39]1[CH:44]=[CH:43][CH:42]=[CH:41][CH:40]=1, predict the reactants needed to synthesize it. The reactants are: [Cl:1][C:2]1[CH:7]=[CH:6][C:5]([C@@:8]2([O:23][CH3:24])[C@H:13]([OH:14])[C@@H:12]([OH:15])[C@H:11]([OH:16])[C@@H:10]([CH2:17][O:18][Si:19]([CH3:22])([CH3:21])[CH3:20])[O:9]2)=[CH:4][C:3]=1[CH2:25][C:26]1[CH:31]=[CH:30][C:29]([O:32][CH3:33])=[C:28]([F:34])[C:27]=1[F:35].[H-].[Na+].[CH2:38](Br)[C:39]1[CH:44]=[CH:43][CH:42]=[CH:41][CH:40]=1.